Predict which catalyst facilitates the given reaction. From a dataset of Catalyst prediction with 721,799 reactions and 888 catalyst types from USPTO. (1) Reactant: [C:1]1([C:3](=[CH:5][CH:6]=[CH:7][CH:8]=1)[OH:4])[OH:2].Br[C:10](Br)([C:16]([O:18][CH2:19][CH3:20])=[O:17])[C:11]([O:13][CH2:14][CH3:15])=[O:12].C(=O)([O-])[O-].[K+].[K+]. Product: [CH2:19]([O:18][C:16]([C:10]1([C:11]([O:13][CH2:14][CH3:15])=[O:12])[O:4][C:3]2[CH:5]=[CH:6][CH:7]=[CH:8][C:1]=2[O:2]1)=[O:17])[CH3:20]. The catalyst class is: 21. (2) Reactant: [NH:1]1[C:5]2=[N:6][CH:7]=[CH:8][C:9]([C:10]#[C:11][C:12]3[N:16]4[N:17]=[C:18]([C:21]5[CH:41]=[CH:40][C:24]([C:25]([N:27]6[CH2:32][CH2:31][N:30](C(OC(C)(C)C)=O)[CH2:29][CH2:28]6)=[O:26])=[CH:23][CH:22]=5)[CH:19]=[CH:20][C:15]4=[N:14][CH:13]=3)=[C:4]2[CH:3]=[CH:2]1.C(O)(C(F)(F)F)=O. Product: [NH:1]1[C:5]2=[N:6][CH:7]=[CH:8][C:9]([C:10]#[C:11][C:12]3[N:16]4[N:17]=[C:18]([C:21]5[CH:22]=[CH:23][C:24]([C:25]([N:27]6[CH2:28][CH2:29][NH:30][CH2:31][CH2:32]6)=[O:26])=[CH:40][CH:41]=5)[CH:19]=[CH:20][C:15]4=[N:14][CH:13]=3)=[C:4]2[CH:3]=[CH:2]1. The catalyst class is: 2. (3) Reactant: C[O:2][C:3]([C:5]1[N:10]=[C:9]([C:11]2[CH:16]=[CH:15][C:14]([Cl:17])=[C:13]([Cl:18])[CH:12]=2)[C:8]([O:19][CH2:20][C:21]([F:24])([F:23])[F:22])=[CH:7][N:6]=1)=[O:4].[OH-].[Li+].Cl. Product: [Cl:18][C:13]1[CH:12]=[C:11]([C:9]2[C:8]([O:19][CH2:20][C:21]([F:23])([F:24])[F:22])=[CH:7][N:6]=[C:5]([C:3]([OH:4])=[O:2])[N:10]=2)[CH:16]=[CH:15][C:14]=1[Cl:17]. The catalyst class is: 30. (4) Reactant: [H-].[Na+].[CH2:3]([OH:7])[C:4]#[C:5][CH3:6].Cl[C:9]1[CH:14]=[C:13]([CH2:15][C:16]2[CH:21]=[CH:20][CH:19]=[CH:18][CH:17]=2)[N:12]=[CH:11][N:10]=1.[Cl-].[NH4+]. Product: [CH2:3]([O:7][C:9]1[CH:14]=[C:13]([CH2:15][C:16]2[CH:17]=[CH:18][CH:19]=[CH:20][CH:21]=2)[N:12]=[CH:11][N:10]=1)[C:4]#[C:5][CH3:6]. The catalyst class is: 7. (5) Reactant: C([O:3][C:4]([C:6]1[S:10][C:9]([NH:11][CH:12]2[CH2:14][CH2:13]2)=[N:8][CH:7]=1)=[O:5])C.[OH-].[Na+]. Product: [CH:12]1([NH:11][C:9]2[S:10][C:6]([C:4]([OH:5])=[O:3])=[CH:7][N:8]=2)[CH2:13][CH2:14]1. The catalyst class is: 8. (6) Reactant: [Cl:1][C:2]1[CH:17]=[CH:16][C:5]([O:6][C:7]2[CH:12]=[CH:11][C:10]([C:13](=O)[CH3:14])=[CH:9][CH:8]=2)=[C:4]([F:18])[CH:3]=1.[NH2:19][OH:20]. Product: [Cl:1][C:2]1[CH:17]=[CH:16][C:5]([O:6][C:7]2[CH:12]=[CH:11][C:10]([C:13](=[N:19][OH:20])[CH3:14])=[CH:9][CH:8]=2)=[C:4]([F:18])[CH:3]=1. The catalyst class is: 8.